From a dataset of Forward reaction prediction with 1.9M reactions from USPTO patents (1976-2016). Predict the product of the given reaction. (1) The product is: [Cl:1][C:2]1[CH:7]=[CH:6][CH:5]=[CH:4][C:3]=1[CH2:8][CH2:9][O:10][CH2:14][C:15]([OH:17])=[O:16]. Given the reactants [Cl:1][C:2]1[CH:7]=[CH:6][CH:5]=[CH:4][C:3]=1[CH2:8][CH2:9][OH:10].[H-].[Na+].Cl[CH2:14][C:15]([O-:17])=[O:16].[Na+].O, predict the reaction product. (2) Given the reactants Br[C:2]1[CH:18]=[C:17]2[C:5]([CH2:6][CH2:7][C@@:8]32[C:13]([F:15])([F:14])[CH2:12][O:11][C:10]([NH2:16])=[N:9]3)=[CH:4][CH:3]=1.[Cl:19][C:20]1[CH:21]=[C:22](B(O)O)[CH:23]=[N:24][CH:25]=1.COCCOC, predict the reaction product. The product is: [Cl:19][C:20]1[CH:21]=[C:22]([C:2]2[CH:18]=[C:17]3[C:5]([CH2:6][CH2:7][C@@:8]43[C:13]([F:15])([F:14])[CH2:12][O:11][C:10]([NH2:16])=[N:9]4)=[CH:4][CH:3]=2)[CH:23]=[N:24][CH:25]=1.